Dataset: Reaction yield outcomes from USPTO patents with 853,638 reactions. Task: Predict the reaction yield, written as a fraction of the theoretical maximum amount of product (1.0 means a 100% yield; for example, 0.34 means a 34% yield). The reactants are [N+:1]([C:4]1[C:9]([OH:10])=[CH:8][CH:7]=[CH:6][C:5]=1[OH:11])([O-])=O. The catalyst is CO.[Pd]. The product is [NH2:1][C:4]1[C:9]([OH:10])=[CH:8][CH:7]=[CH:6][C:5]=1[OH:11]. The yield is 0.750.